The task is: Predict the reactants needed to synthesize the given product.. This data is from Full USPTO retrosynthesis dataset with 1.9M reactions from patents (1976-2016). (1) Given the product [OH:6][C:7]1[C:14]([OH:15])=[CH:13][CH:12]=[CH:11][C:8]=1[C:9]1[S:21][CH2:20][C@@H:19]([C:22]([OH:24])=[O:23])[N:10]=1, predict the reactants needed to synthesize it. The reactants are: P([O-])([O-])([O-])=O.[OH:6][C:7]1[C:14]([OH:15])=[CH:13][CH:12]=[CH:11][C:8]=1[C:9]#[N:10].O.Cl.N[C@H:19]([C:22]([OH:24])=[O:23])[CH2:20][SH:21].C(=O)([O-])O.[Na+]. (2) Given the product [Cl:1][C:2]1[C:7]2[N:8]=[C:9]([CH3:11])[S:10][C:6]=2[CH:5]=[CH:4][C:3]=1[NH:12][C:19]([C:16]1[CH:17]=[CH:18][C:13]([C:22]2[CH:23]=[CH:24][CH:25]=[CH:26][CH:27]=2)=[CH:14][CH:15]=1)=[O:20], predict the reactants needed to synthesize it. The reactants are: [Cl:1][C:2]1[C:7]2[N:8]=[C:9]([CH3:11])[S:10][C:6]=2[CH:5]=[CH:4][C:3]=1[NH2:12].[C:13]1([C:22]2[CH:27]=[CH:26][CH:25]=[CH:24][CH:23]=2)[CH:18]=[CH:17][C:16]([C:19](Cl)=[O:20])=[CH:15][CH:14]=1.C(N(CC)CC)C. (3) The reactants are: [CH2:1]([O:3][C:4]([C:6]1[S:14][C:9]2=[CH:10][N:11]=[CH:12][CH:13]=[C:8]2[C:7]=1[OH:15])=[O:5])[CH3:2].CCN(C(C)C)C(C)C.[F:25][C:26]([F:41])([C:37]([F:40])([F:39])[F:38])[C:27]([F:36])([F:35])[C:28]([F:34])([F:33])[S:29](F)(=[O:31])=[O:30]. Given the product [CH2:1]([O:3][C:4]([C:6]1[S:14][C:9]2=[CH:10][N:11]=[CH:12][CH:13]=[C:8]2[C:7]=1[O:15][S:29]([C:28]([F:33])([F:34])[C:27]([F:35])([F:36])[C:26]([F:25])([F:41])[C:37]([F:40])([F:39])[F:38])(=[O:31])=[O:30])=[O:5])[CH3:2], predict the reactants needed to synthesize it. (4) Given the product [NH2:7][C:8](=[O:37])[C:9](=[O:36])[CH:10]([NH:18][C:19]([C:20]1[C:21]([C:26]2[NH:30][C:29]3[CH:31]=[CH:32][CH:33]=[CH:34][C:28]=3[N:27]=2)=[N:22][CH:23]=[CH:24][CH:25]=1)=[O:35])[CH2:11][C:12]1[CH:13]=[CH:14][CH:15]=[CH:16][CH:17]=1, predict the reactants needed to synthesize it. The reactants are: ClC(Cl)C(O)=O.[NH2:7][C:8](=[O:37])[CH:9]([OH:36])[CH:10]([NH:18][C:19](=[O:35])[C:20]1[CH:25]=[CH:24][CH:23]=[N:22][C:21]=1[C:26]1[NH:30][C:29]2[CH:31]=[CH:32][CH:33]=[CH:34][C:28]=2[N:27]=1)[CH2:11][C:12]1[CH:17]=[CH:16][CH:15]=[CH:14][CH:13]=1.[Na+].[Cl-].C([O-])(O)=O.[Na+]. (5) The reactants are: N1C=CC=CC=1.[O:7]([C:20]1[CH:21]=[CH:22][C:23]([NH2:31])=[C:24]([CH:30]=1)[C:25]([O:27]CC)=[O:26])[C:8]1[CH:9]=[CH:10][C:11]([NH2:19])=[C:12]([CH:18]=1)[C:13]([O:15]CC)=[O:14].[C:32](Cl)(=[O:39])[C:33]1[CH:38]=[CH:37][CH:36]=[CH:35][CH:34]=1. Given the product [NH2:31][C:23]1[CH:22]=[CH:21][C:20]([O:7][C:8]2[CH:9]=[CH:10][C:11]([NH:19][C:32](=[O:39])[C:33]3[CH:38]=[CH:37][CH:36]=[CH:35][CH:34]=3)=[C:12]([C:13]([OH:15])=[O:14])[CH:18]=2)=[CH:30][C:24]=1[C:25]([OH:27])=[O:26], predict the reactants needed to synthesize it. (6) The reactants are: [Cl:1][C:2]1[CH:3]=[CH:4][C:5]([NH:12][C:13](=[O:18])[CH2:14][O:15][CH2:16][CH3:17])=[C:6]([CH:11]=1)[C:7](OC)=[O:8]. Given the product [Cl:1][C:2]1[CH:11]=[C:6]2[C:5](=[CH:4][CH:3]=1)[NH:12][C:13](=[O:18])[C:14]([O:15][CH2:16][CH3:17])=[C:7]2[OH:8], predict the reactants needed to synthesize it.